This data is from Forward reaction prediction with 1.9M reactions from USPTO patents (1976-2016). The task is: Predict the product of the given reaction. (1) Given the reactants C[CH:2]1[CH:7]([CH2:8][OH:9])[CH2:6][CH:5]=[CH:4][CH2:3]1.[CH3:10]S(C)=O.[H-].[Na+].[CH2:16](Br)[CH2:17][CH2:18][CH2:19][CH2:20][CH3:21], predict the reaction product. The product is: [CH3:10][CH:4]1[CH:3]=[CH:2][CH:7]([CH2:8][O:9][CH2:16][CH2:17][CH2:18][CH2:19][CH2:20][CH3:21])[CH2:6][CH2:5]1. (2) Given the reactants C(OC([N:8]([CH2:31][C@@H:32]([C:34]1[CH:39]=[CH:38][CH:37]=[C:36]([Cl:40])[CH:35]=1)[OH:33])[CH2:9][CH2:10][C:11]1[CH:16]=[CH:15][C:14]([S:17]([C:20]2[CH:21]=[CH:22][C:23]([NH:29][CH3:30])=[C:24]([CH:28]=2)[C:25]([OH:27])=[O:26])(=[O:19])=[O:18])=[CH:13][CH:12]=1)=O)(C)(C)C.Cl, predict the reaction product. The product is: [ClH:40].[Cl:40][C:36]1[CH:35]=[C:34]([C@@H:32]([OH:33])[CH2:31][NH:8][CH2:9][CH2:10][C:11]2[CH:12]=[CH:13][C:14]([S:17]([C:20]3[CH:21]=[CH:22][C:23]([NH:29][CH3:30])=[C:24]([CH:28]=3)[C:25]([OH:27])=[O:26])(=[O:18])=[O:19])=[CH:15][CH:16]=2)[CH:39]=[CH:38][CH:37]=1.